This data is from Peptide-MHC class I binding affinity with 185,985 pairs from IEDB/IMGT. The task is: Regression. Given a peptide amino acid sequence and an MHC pseudo amino acid sequence, predict their binding affinity value. This is MHC class I binding data. (1) The peptide sequence is RLASTVIYR. The MHC is HLA-A02:03 with pseudo-sequence HLA-A02:03. The binding affinity (normalized) is 0.0847. (2) The peptide sequence is LIVILFIMFM. The MHC is HLA-A02:01 with pseudo-sequence HLA-A02:01. The binding affinity (normalized) is 0.544. (3) The peptide sequence is FLGKIWPSHK. The MHC is HLA-B08:01 with pseudo-sequence HLA-B08:01. The binding affinity (normalized) is 0.